Dataset: Reaction yield outcomes from USPTO patents with 853,638 reactions. Task: Predict the reaction yield, written as a fraction of the theoretical maximum amount of product (1.0 means a 100% yield; for example, 0.34 means a 34% yield). The yield is 0.970. The catalyst is CN(C)C=O. The product is [F:1][C:2]1[CH:9]=[CH:8][C:7]([I:10])=[CH:6][C:3]=1[CH2:4][O:5][C:24]([N:21]1[CH2:22][CH2:23][N:18]([C:16]([O:15][C:11]([CH3:13])([CH3:12])[CH3:14])=[O:17])[CH2:19][C@H:20]1[CH2:27][CH3:28])=[O:25]. The reactants are [F:1][C:2]1[CH:9]=[CH:8][C:7]([I:10])=[CH:6][C:3]=1[CH2:4][OH:5].[C:11]([O:15][C:16]([N:18]1[CH2:23][CH2:22][N:21]([C:24](Cl)=[O:25])[C@H:20]([CH2:27][CH3:28])[CH2:19]1)=[O:17])([CH3:14])([CH3:13])[CH3:12].[H-].[Na+].